Dataset: Forward reaction prediction with 1.9M reactions from USPTO patents (1976-2016). Task: Predict the product of the given reaction. Given the reactants [CH2:1]([NH3+:3])[CH3:2].[C:4]([O:8][C:9]([NH:11][C@@H:12]([C@H:16]([OH:18])[CH3:17])[C:13]([O-:15])=O)=[O:10])([CH3:7])(C)C.[CH2:19]([NH3+])[CH3:20].C1C=CC2N(O)N=NC=2C=1.C1CCC(N=C=NC2CCCCC2)CC1, predict the reaction product. The product is: [CH2:1]([NH:3][C:13](=[O:15])[C@@H:12]([NH:11][C:9](=[O:10])[O:8][CH2:4][CH2:7][CH2:19][CH3:20])[C@H:16]([OH:18])[CH3:17])[CH3:2].